This data is from Forward reaction prediction with 1.9M reactions from USPTO patents (1976-2016). The task is: Predict the product of the given reaction. (1) The product is: [OH:19][CH2:20][CH2:21][N:22]1[CH:31]=[C:30]([C:2]2[C:10]3[C:5](=[N:6][CH:7]=[CH:8][CH:9]=3)[NH:4][CH:3]=2)[C:29]2[C:24](=[CH:25][N:26]=[CH:27][CH:28]=2)[C:23]1=[O:33]. Given the reactants I[C:2]1[C:10]2[C:5](=[N:6][CH:7]=[CH:8][CH:9]=2)[N:4](C(OC(C)(C)C)=O)[C:3]=1C.[OH:19][CH2:20][CH2:21][N:22]1[CH:31]=[C:30](I)[C:29]2[C:24](=[CH:25][N:26]=[CH:27][CH:28]=2)[C:23]1=[O:33], predict the reaction product. (2) Given the reactants Cl[C:2]1[CH:7]=[CH:6][N:5]=[C:4]2[NH:8][C:9]([CH3:11])=[CH:10][C:3]=12.C([O-])(=[O:14])C.[Na+], predict the reaction product. The product is: [CH3:11][C:9]1[NH:8][C:4]2[N:5]=[CH:6][CH:7]=[C:2]([OH:14])[C:3]=2[CH:10]=1. (3) Given the reactants [Br:1][C:2]1[CH:3]=[C:4]([C@H:8]([NH:10][C:11](=[O:13])[CH3:12])[CH3:9])[CH:5]=[N:6][CH:7]=1.[H-].[Na+].I[CH3:17], predict the reaction product. The product is: [Br:1][C:2]1[CH:3]=[C:4]([C@H:8]([N:10]([CH3:17])[C:11](=[O:13])[CH3:12])[CH3:9])[CH:5]=[N:6][CH:7]=1. (4) Given the reactants [C:1]([O:5][C:6](=[O:17])[NH:7][C@H:8]1[C@H:13]([N:14]=[N+]=[N-])[CH2:12][CH2:11][O:10][CH2:9]1)([CH3:4])([CH3:3])[CH3:2], predict the reaction product. The product is: [C:1]([O:5][C:6](=[O:17])[NH:7][C@H:8]1[C@H:13]([NH2:14])[CH2:12][CH2:11][O:10][CH2:9]1)([CH3:4])([CH3:2])[CH3:3]. (5) Given the reactants [C:1]1([CH2:7][C:8]([C:10]2[CH:11]=[C:12]([CH:15]=[CH:16][CH:17]=2)[C:13]#[N:14])=O)[CH:6]=[CH:5][CH:4]=[CH:3][CH:2]=1.C([O-])(=O)C.[NH4+].C([BH3-])#[N:24].[Na+], predict the reaction product. The product is: [NH2:24][CH:8]([C:10]1[CH:11]=[C:12]([CH:15]=[CH:16][CH:17]=1)[C:13]#[N:14])[CH2:7][C:1]1[CH:6]=[CH:5][CH:4]=[CH:3][CH:2]=1. (6) Given the reactants [N:1]1([CH2:10][C:11]([OH:13])=O)[C:5]2[CH:6]=[CH:7][CH:8]=[CH:9][C:4]=2[N:3]=[CH:2]1.C(N(CC)CC)C.C1(P(N=[N+]=[N-])(C2C=CC=CC=2)=O)C=CC=CC=1.[Cl:38][C:39]1[C:40]([O:52][CH3:53])=[C:41]([C:46]2[N:47]=[C:48]([NH2:51])[S:49][CH:50]=2)[CH:42]=[C:43]([Cl:45])[CH:44]=1, predict the reaction product. The product is: [N:1]1([CH2:10][C:11]([NH:51][C:48]2[S:49][CH:50]=[C:46]([C:41]3[CH:42]=[C:43]([Cl:45])[CH:44]=[C:39]([Cl:38])[C:40]=3[O:52][CH3:53])[N:47]=2)=[O:13])[C:5]2[CH:6]=[CH:7][CH:8]=[CH:9][C:4]=2[N:3]=[CH:2]1. (7) Given the reactants [CH3:1][N:2]1[CH2:7][CH2:6][NH:5][CH2:4][CH2:3]1.[NH2:8][C:9]1[N:14]=[C:13]([C:15]2[O:16][CH:17]=[CH:18][CH:19]=2)[C:12]([C:20]#[N:21])=[C:11](S(C)(=O)=O)[N:10]=1, predict the reaction product. The product is: [NH2:8][C:9]1[N:14]=[C:13]([C:15]2[O:16][CH:17]=[CH:18][CH:19]=2)[C:12]([C:20]#[N:21])=[C:11]([N:5]2[CH2:6][CH2:7][N:2]([CH3:1])[CH2:3][CH2:4]2)[N:10]=1.